This data is from Forward reaction prediction with 1.9M reactions from USPTO patents (1976-2016). The task is: Predict the product of the given reaction. (1) Given the reactants [C:1](Cl)(=[O:3])[CH3:2].[NH2:5][CH2:6][CH2:7][CH2:8][O:9][C:10]1[CH:15]=[CH:14][C:13]([C:16]2[N:21]=[C:20]([C:22]#[N:23])[C:19]3[N:24]=[N:25][N:26]([CH3:27])[C:18]=3[CH:17]=2)=[CH:12][C:11]=1[C:28]([F:31])([F:30])[F:29].C(N(CC)CC)C, predict the reaction product. The product is: [C:22]([C:20]1[C:19]2[N:24]=[N:25][N:26]([CH3:27])[C:18]=2[CH:17]=[C:16]([C:13]2[CH:14]=[CH:15][C:10]([O:9][CH2:8][CH2:7][CH2:6][NH:5][C:1](=[O:3])[CH3:2])=[C:11]([C:28]([F:30])([F:29])[F:31])[CH:12]=2)[N:21]=1)#[N:23]. (2) Given the reactants [NH2:1][C:2]1[CH:12]=[CH:11][C:5]2[CH2:6][S:7](=[O:10])(=[O:9])[CH2:8][C:4]=2[CH:3]=1.[F:13][C:14]([F:24])([F:23])[C:15]1[CH:16]=[CH:17][C:18]([CH:21]=[CH2:22])=[N:19][CH:20]=1, predict the reaction product. The product is: [O:9]=[S:7]1(=[O:10])[CH2:8][C:4]2[CH:3]=[C:2]([NH:1][CH2:22][CH2:21][C:18]3[CH:17]=[CH:16][C:15]([C:14]([F:24])([F:13])[F:23])=[CH:20][N:19]=3)[CH:12]=[CH:11][C:5]=2[CH2:6]1.